This data is from Full USPTO retrosynthesis dataset with 1.9M reactions from patents (1976-2016). The task is: Predict the reactants needed to synthesize the given product. (1) Given the product [OH:8][C:9]1[N:14]=[C:13]([O:15][C@H:16]2[CH2:20][N:19]([C:21]([O:23][C:24]([CH3:25])([CH3:26])[CH3:27])=[O:22])[C@H:18]([C:28]([O:30][CH3:31])=[O:29])[CH2:17]2)[CH:12]=[CH:11][CH:10]=1, predict the reactants needed to synthesize it. The reactants are: C([O:8][C:9]1[N:14]=[C:13]([O:15][C@H:16]2[CH2:20][N:19]([C:21]([O:23][C:24]([CH3:27])([CH3:26])[CH3:25])=[O:22])[C@H:18]([C:28]([O:30][CH3:31])=[O:29])[CH2:17]2)[CH:12]=[CH:11][CH:10]=1)C1C=CC=CC=1. (2) Given the product [C:10]([O:9][C:8](=[O:14])[N:7]([CH:15]([CH3:17])[CH3:16])[C:5]1[S:6][C:2]([B:27]2[O:31][C:30]([CH3:33])([CH3:32])[C:29]([CH3:35])([CH3:34])[O:28]2)=[CH:3][N:4]=1)([CH3:13])([CH3:12])[CH3:11], predict the reactants needed to synthesize it. The reactants are: Br[C:2]1[S:6][C:5]([N:7]([CH:15]([CH3:17])[CH3:16])[C:8](=[O:14])[O:9][C:10]([CH3:13])([CH3:12])[CH3:11])=[N:4][CH:3]=1.C([Li])CCC.C(O[B:27]1[O:31][C:30]([CH3:33])([CH3:32])[C:29]([CH3:35])([CH3:34])[O:28]1)(C)C.[Cl-].[NH4+].